The task is: Predict the reactants needed to synthesize the given product.. This data is from Full USPTO retrosynthesis dataset with 1.9M reactions from patents (1976-2016). (1) Given the product [Cl:20][C:21]1[CH:26]=[CH:25][CH:24]=[CH:23][C:22]=1[S:27][C:28]1[C:29](/[CH:30]=[CH:10]/[C:9]([NH:8][CH:5]2[CH2:4][CH2:3][CH:2]([OH:1])[CH2:7][CH2:6]2)=[O:19])=[CH:32][CH:33]=[CH:34][N:35]=1, predict the reactants needed to synthesize it. The reactants are: [OH:1][CH:2]1[CH2:7][CH2:6][CH:5]([NH:8][C:9](=[O:19])[CH2:10]P(=O)(OCC)OCC)[CH2:4][CH2:3]1.[Cl:20][C:21]1[CH:26]=[CH:25][CH:24]=[CH:23][C:22]=1[S:27][C:28]1[N:35]=[CH:34][CH:33]=[CH:32][C:29]=1[CH:30]=O. (2) Given the product [NH2:1][C:2]1[C:7]([Br:8])=[CH:6][C:5]([CH3:9])=[CH:4][C:3]=1[CH:10]=[O:11], predict the reactants needed to synthesize it. The reactants are: [NH2:1][C:2]1[C:7]([Br:8])=[CH:6][C:5]([CH3:9])=[CH:4][C:3]=1[CH2:10][OH:11].ClCCl. (3) Given the product [OH:34][C:35]1[CH:42]=[CH:41][C:38]([CH2:39][NH:1][CH2:2][CH2:3][CH2:4][CH2:5][CH2:6][NH:7][C:8]([CH2:10][CH2:11][N:12]2[CH2:13][CH2:14][CH:15]([O:18][C:19](=[O:33])[NH:20][C:21]3[CH:26]=[CH:25][CH:24]=[CH:23][C:22]=3[C:27]3[CH:28]=[CH:29][CH:30]=[CH:31][CH:32]=3)[CH2:16][CH2:17]2)=[O:9])=[CH:37][CH:36]=1, predict the reactants needed to synthesize it. The reactants are: [NH2:1][CH2:2][CH2:3][CH2:4][CH2:5][CH2:6][NH:7][C:8]([CH2:10][CH2:11][N:12]1[CH2:17][CH2:16][CH:15]([O:18][C:19](=[O:33])[NH:20][C:21]2[CH:26]=[CH:25][CH:24]=[CH:23][C:22]=2[C:27]2[CH:32]=[CH:31][CH:30]=[CH:29][CH:28]=2)[CH2:14][CH2:13]1)=[O:9].[OH:34][C:35]1[CH:42]=[CH:41][C:38]([CH:39]=O)=[CH:37][CH:36]=1.C(O[BH-](OC(=O)C)OC(=O)C)(=O)C.[Na+]. (4) The reactants are: [NH:1]([C:3]([O:5][C:6]([CH3:9])([CH3:8])[CH3:7])=[O:4])[NH2:2].[C:10]1([S:16]([CH:19]=[CH2:20])(=[O:18])=[O:17])[CH:15]=[CH:14][CH:13]=[CH:12][CH:11]=1. Given the product [C:10]1([S:16]([CH2:19][CH2:20][NH:2][NH:1][C:3]([O:5][C:6]([CH3:9])([CH3:8])[CH3:7])=[O:4])(=[O:18])=[O:17])[CH:15]=[CH:14][CH:13]=[CH:12][CH:11]=1, predict the reactants needed to synthesize it. (5) Given the product [CH2:1]([C:3]1[N:7]([C:8]2[C:16]3[O:15][CH2:14][C@@H:13]([NH:17][C:18]4[CH:31]=[CH:30][C:21]5[C@H:22]([CH2:25][C:26]([OH:28])=[O:27])[CH2:23][O:24][C:20]=5[CH:19]=4)[C:12]=3[CH:11]=[CH:10][CH:9]=2)[C:6]2[CH:38]=[C:39]([F:43])[CH:40]=[C:41]([F:42])[C:5]=2[N:4]=1)[CH3:2], predict the reactants needed to synthesize it. The reactants are: [CH2:1]([C:3]1[N:7]([C:8]2[C:16]3[O:15][CH2:14][C@@H:13]([N:17](C(=O)C(F)(F)F)[C:18]4[CH:31]=[CH:30][C:21]5[C@H:22]([CH2:25][C:26]([O:28]C)=[O:27])[CH2:23][O:24][C:20]=5[CH:19]=4)[C:12]=3[CH:11]=[CH:10][CH:9]=2)[C:6]2[CH:38]=[C:39]([F:43])[CH:40]=[C:41]([F:42])[C:5]=2[N:4]=1)[CH3:2].[OH-].[Na+].Cl. (6) Given the product [CH3:29][O:28][C:25]1[CH:24]=[CH:23][C:22]([C:21]2[C:14]3[C:13]([O:12][C:9]4[CH:10]=[CH:11][C:6]([CH2:5][CH2:4][C:3]([OH:36])=[O:2])=[CH:7][CH:8]=4)=[N:18][CH:17]=[N:16][C:15]=3[O:19][C:20]=2[C:30]2[CH:35]=[CH:34][CH:33]=[CH:32][CH:31]=2)=[CH:27][CH:26]=1, predict the reactants needed to synthesize it. The reactants are: C[O:2][C:3](=[O:36])[CH2:4][CH2:5][C:6]1[CH:11]=[CH:10][C:9]([O:12][C:13]2[C:14]3[C:21]([C:22]4[CH:27]=[CH:26][C:25]([O:28][CH3:29])=[CH:24][CH:23]=4)=[C:20]([C:30]4[CH:35]=[CH:34][CH:33]=[CH:32][CH:31]=4)[O:19][C:15]=3[N:16]=[CH:17][N:18]=2)=[CH:8][CH:7]=1.[OH-].[Na+].Cl. (7) Given the product [Cl:1][C:2]1[CH:7]=[CH:6][C:5]([N:8]2[C:12]([C:13]3[CH:14]=[CH:15][C:16]4=[N:19][O:21][C:29]([C:25]5[CH:26]=[CH:27][CH:28]=[C:23]([F:22])[CH:24]=5)=[C:17]4[CH:18]=3)=[CH:11][CH:10]=[N:9]2)=[CH:4][CH:3]=1, predict the reactants needed to synthesize it. The reactants are: [Cl:1][C:2]1[CH:7]=[CH:6][C:5]([N:8]2[C:12]([C:13]3[CH:18]=[CH:17][C:16]([N+:19]([O-:21])=O)=[CH:15][CH:14]=3)=[CH:11][CH:10]=[N:9]2)=[CH:4][CH:3]=1.[F:22][C:23]1[CH:24]=[C:25]([CH2:29]C#N)[CH:26]=[CH:27][CH:28]=1. (8) The reactants are: [CH3:1][C:2]1[C:8]([CH3:9])=[CH:7][CH:6]=[CH:5][C:3]=1[NH2:4].CC(C)N=C=NC(C)C.[C:19]([O:23][C:24]([N:26]1[CH2:39][CH2:38][C:37]2[C:36]3[C:35]([Cl:40])=[C:34]([Cl:41])[CH:33]=[CH:32][C:31]=3[N:30]([CH2:42][C:43](O)=[O:44])[C:29]=2[CH2:28][CH2:27]1)=[O:25])([CH3:22])([CH3:21])[CH3:20]. Given the product [Cl:41][C:34]1[CH:33]=[CH:32][C:31]2[N:30]([CH2:42][C:43]([NH:4][C:3]3[CH:5]=[CH:6][CH:7]=[C:8]([CH3:9])[C:2]=3[CH3:1])=[O:44])[C:29]3[CH2:28][CH2:27][N:26]([C:24]([O:23][C:19]([CH3:21])([CH3:20])[CH3:22])=[O:25])[CH2:39][CH2:38][C:37]=3[C:36]=2[C:35]=1[Cl:40], predict the reactants needed to synthesize it. (9) The reactants are: Cl[C:2]1([C:13]2[CH:18]=[CH:17][CH:16]=[CH:15][C:14]=2[O:19][CH3:20])[C:10]2[C:5](=[CH:6][CH:7]=[C:8]([Cl:11])[CH:9]=2)[NH:4][C:3]1=[O:12].FC(F)(F)C(O)=O.[NH2:28][C@H:29]([CH3:35])[C:30]([N:32]([CH3:34])[CH3:33])=[O:31]. Given the product [Cl:11][C:8]1[CH:9]=[C:10]2[C:5](=[CH:6][CH:7]=1)[NH:4][C:3](=[O:12])[C:2]2([NH:28][C@H:29]([CH3:35])[C:30]([N:32]([CH3:34])[CH3:33])=[O:31])[C:13]1[CH:18]=[CH:17][CH:16]=[CH:15][C:14]=1[O:19][CH3:20], predict the reactants needed to synthesize it.